Dataset: Full USPTO retrosynthesis dataset with 1.9M reactions from patents (1976-2016). Task: Predict the reactants needed to synthesize the given product. (1) Given the product [Cl:20][C:18]1[N:17]=[N:16][C:15]2[NH:1][C:2]3[C:7]([C:8]([NH2:9])=[O:10])=[CH:6][CH:5]=[CH:4][C:3]=3[NH:11][C:12](=[O:13])[C:14]=2[CH:19]=1, predict the reactants needed to synthesize it. The reactants are: [NH2:1][C:2]1[C:7]([C:8](=[O:10])[NH2:9])=[CH:6][CH:5]=[CH:4][C:3]=1[NH:11][C:12]([C:14]1[CH:19]=[C:18]([Cl:20])[N:17]=[N:16][C:15]=1Cl)=[O:13]. (2) Given the product [CH3:15][C:16]1[S:20][CH:19]=[C:18]([CH2:21][NH:6][C:5]2[CH:7]=[CH:8][C:9]([C:10]3[O:14][CH:13]=[N:12][CH:11]=3)=[C:3]([O:2][CH3:1])[CH:4]=2)[CH:17]=1, predict the reactants needed to synthesize it. The reactants are: [CH3:1][O:2][C:3]1[CH:4]=[C:5]([CH:7]=[CH:8][C:9]=1[C:10]1[O:14][CH:13]=[N:12][CH:11]=1)[NH2:6].[CH3:15][C:16]1[S:20][CH:19]=[C:18]([CH:21]=O)[CH:17]=1. (3) Given the product [Cl:8][C:6]1[N:5]=[CH:4][C:3]([CH2:9][C:10]([NH2:12])=[O:11])=[C:2]([NH:19][CH:13]2[CH2:18][CH2:17][CH2:16][CH2:15][CH2:14]2)[CH:7]=1, predict the reactants needed to synthesize it. The reactants are: Cl[C:2]1[CH:7]=[C:6]([Cl:8])[N:5]=[CH:4][C:3]=1[CH2:9][C:10]([NH2:12])=[O:11].[CH:13]1([NH2:19])[CH2:18][CH2:17][CH2:16][CH2:15][CH2:14]1.C(N(CC)C(C)C)(C)C. (4) Given the product [F:19][C:20]1[C:25]([C:26]([F:27])([F:28])[F:29])=[CH:24][CH:23]=[CH:22][C:21]=1[C:2]1[S:3][C:4]([CH3:18])=[C:5]([CH2:7][N:8]2[CH:12]=[C:11]([C:13]([O:15][CH2:16][CH3:17])=[O:14])[CH:10]=[N:9]2)[N:6]=1, predict the reactants needed to synthesize it. The reactants are: Br[C:2]1[S:3][C:4]([CH3:18])=[C:5]([CH2:7][N:8]2[CH:12]=[C:11]([C:13]([O:15][CH2:16][CH3:17])=[O:14])[CH:10]=[N:9]2)[N:6]=1.[F:19][C:20]1[C:25]([C:26]([F:29])([F:28])[F:27])=[CH:24][CH:23]=[CH:22][C:21]=1B(O)O.C(=O)([O-])[O-].[Na+].[Na+].O. (5) The reactants are: CN(C(ON1N=NC2C=CC=NC1=2)=[N+](C)C)C.F[P-](F)(F)(F)(F)F.[Cl:25][C:26]1[CH:31]=[C:30]([NH:32][C:33]2[C:42]3[C:37](=[CH:38][CH:39]=[CH:40][C:41]=3[O:43][CH2:44][C@H:45]3[CH2:49][CH2:48][CH2:47][NH:46]3)[N:36]=[CH:35][N:34]=2)[CH:29]=[CH:28][C:27]=1[OH:50].[CH3:51][N:52]([CH3:57])[CH2:53][C:54](O)=[O:55]. Given the product [Cl:25][C:26]1[CH:31]=[C:30]([NH:32][C:33]2[C:42]3[C:37](=[CH:38][CH:39]=[CH:40][C:41]=3[O:43][CH2:44][C@H:45]3[CH2:49][CH2:48][CH2:47][N:46]3[C:54](=[O:55])[CH2:53][N:52]([CH3:57])[CH3:51])[N:36]=[CH:35][N:34]=2)[CH:29]=[CH:28][C:27]=1[OH:50], predict the reactants needed to synthesize it.